Dataset: Forward reaction prediction with 1.9M reactions from USPTO patents (1976-2016). Task: Predict the product of the given reaction. (1) The product is: [N:1]1([C:25](=[O:26])[CH2:24][C:23]2[C:19]3[C:18](=[O:28])[N:17]([CH3:29])[C:16](=[O:30])[N:15]([CH3:14])[C:20]=3[S:21][CH:22]=2)[C:5]2[CH:6]=[CH:7][CH:8]=[CH:9][C:4]=2[N:3]=[N:2]1. Given the reactants [NH:1]1[C:5]2[CH:6]=[CH:7][CH:8]=[CH:9][C:4]=2[N:3]=[N:2]1.S(Cl)(Cl)=O.[CH3:14][N:15]1[C:20]2[S:21][CH:22]=[C:23]([CH2:24][C:25](O)=[O:26])[C:19]=2[C:18](=[O:28])[N:17]([CH3:29])[C:16]1=[O:30], predict the reaction product. (2) The product is: [F:15][C:2]([F:1])([C:8]1[C:13]([CH3:14])=[CH:12][CH:11]=[CH:10][N:9]=1)[C:3]([OH:5])=[O:4]. Given the reactants [F:1][C:2]([F:15])([C:8]1[C:13]([CH3:14])=[CH:12][CH:11]=[CH:10][N:9]=1)[C:3]([O:5]CC)=[O:4].O.[OH-].[Li+], predict the reaction product. (3) Given the reactants Cl[C:2]1[CH:3]=[C:4](SC2[C:7]3[C:2](=[CH:3][C:4](C)=[CH:5][CH:6]=3)NC=2CCC(N)=O)[CH:5]=[C:6](Cl)[CH:7]=1.[Cl:25][C:26]1[CH:31]=[CH:30][C:29]([S:32][C:33]2[C:41]3[C:36](=[CH:37][CH:38]=[C:39]([CH3:42])[CH:40]=3)[NH:35][C:34]=2[C:43]([OH:45])=[O:44])=[CH:28][CH:27]=1.C(Cl)(=O)C(Cl)=O.C1(O)C=CC=CC=1.CCN(CC)CC, predict the reaction product. The product is: [Cl:25][C:26]1[CH:27]=[CH:28][C:29]([S:32][C:33]2[C:41]3[C:36](=[CH:37][CH:38]=[C:39]([CH3:42])[CH:40]=3)[NH:35][C:34]=2[C:43]([O:45][C:2]2[CH:3]=[CH:4][CH:5]=[CH:6][CH:7]=2)=[O:44])=[CH:30][CH:31]=1. (4) Given the reactants O[CH:2]([C:8]1[CH:9]=[CH:10][C:11]2[N:12]([CH:14]=[CH:15][N:16]=2)[CH:13]=1)[C:3]([O:5][CH2:6][CH3:7])=[O:4].S(Cl)(C)(=O)=O.[CH3:22][N:23]1[CH2:28][CH2:27][NH:26][CH2:25][CH2:24]1.C([O-])(O)=O.[Na+], predict the reaction product. The product is: [N:16]1[CH:15]=[CH:14][N:12]2[CH:13]=[C:8]([CH:2]([N:26]3[CH2:27][CH2:28][N:23]([CH3:22])[CH2:24][CH2:25]3)[C:3]([O:5][CH2:6][CH3:7])=[O:4])[CH:9]=[CH:10][C:11]=12. (5) Given the reactants Cl[C:2]1[N:10]=[C:9]([Cl:11])[C:8]([F:12])=[CH:7][C:3]=1[C:4]([OH:6])=[O:5].C(N(C(C)C)CC)(C)C.Cl.[O:23]1[CH2:28][CH2:27][CH:26]([NH2:29])[CH2:25][CH2:24]1.ClCCl, predict the reaction product. The product is: [Cl:11][C:9]1[C:8]([F:12])=[CH:7][C:3]([C:4]([OH:6])=[O:5])=[C:2]([NH:29][CH:26]2[CH2:27][CH2:28][O:23][CH2:24][CH2:25]2)[N:10]=1. (6) Given the reactants [Br:1][C:2]1[CH:3]=[N:4][C:5]2[N:6]([N:8]=[C:9]([CH:11]=O)[N:10]=2)[CH:7]=1.[CH:13]1([C:18]2([CH2:26][CH2:27][C:28]3[CH:33]=[CH:32][C:31]([OH:34])=[C:30]([CH2:35][CH3:36])[CH:29]=3)[O:23][C:22](=[O:24])[CH2:21][C:20](=[O:25])[CH2:19]2)[CH2:17][CH2:16][CH2:15][CH2:14]1, predict the reaction product. The product is: [Br:1][C:2]1[CH:3]=[N:4][C:5]2[N:6]([N:8]=[C:9]([CH2:11][C:21]3[C:22](=[O:24])[O:23][C:18]([CH:13]4[CH2:17][CH2:16][CH2:15][CH2:14]4)([CH2:26][CH2:27][C:28]4[CH:33]=[CH:32][C:31]([OH:34])=[C:30]([CH2:35][CH3:36])[CH:29]=4)[CH2:19][C:20]=3[OH:25])[N:10]=2)[CH:7]=1. (7) The product is: [C:1]([O:5][C:6](=[O:25])[NH:7][CH2:8][CH2:9][NH:10][C:11]([C:13]1[NH:14][C:15]2[C:20]([CH:21]=1)=[CH:19][CH:18]=[C:17]([N+:22]([O-:24])=[O:23])[CH:16]=2)=[S:35])([CH3:4])([CH3:3])[CH3:2]. Given the reactants [C:1]([O:5][C:6](=[O:25])[NH:7][CH2:8][CH2:9][NH:10][C:11]([C:13]1[NH:14][C:15]2[C:20]([CH:21]=1)=[CH:19][CH:18]=[C:17]([N+:22]([O-:24])=[O:23])[CH:16]=2)=O)([CH3:4])([CH3:3])[CH3:2].COC1C=CC(P2(SP(C3C=CC(OC)=CC=3)(=S)S2)=[S:35])=CC=1, predict the reaction product. (8) Given the reactants [NH2:1][C:2]1[S:3][CH:4]=[CH:5][C:6]=1[C:7]([O:9][CH3:10])=[O:8].[CH3:11]OC(OC)N(C)C.[C:19]([CH2:21][C:22]([O:24][C:25]([CH3:28])([CH3:27])[CH3:26])=[O:23])#[N:20], predict the reaction product. The product is: [C:25]([O:24][C:22](=[O:23])/[C:21](/[C:19]#[N:20])=[CH:11]\[NH:1][C:2]1[S:3][CH:4]=[CH:5][C:6]=1[C:7]([O:9][CH3:10])=[O:8])([CH3:28])([CH3:27])[CH3:26]. (9) Given the reactants [CH3:1][O:2][C:3]1[C:10]([O:11][CH3:12])=[C:9]([O:13][CH3:14])[CH:8]=[CH:7][C:4]=1[CH2:5][OH:6].F[C:16]1[CH:21]=[CH:20][CH:19]=[CH:18][C:17]=1[N+:22]([O-:24])=[O:23].[CH3:25][O:26][C:27]1[C:41]([O:42][CH3:43])=[C:40]([O:44][CH3:45])[CH:39]=[CH:38][C:28]=1[CH2:29][O:30][C:31]1[CH:37]=[CH:36][CH:35]=[CH:34][C:32]=1[NH2:33].[NH2:46][C:47]1[S:48][CH:49]=[CH:50][N:51]=1, predict the reaction product. The product is: [CH3:1][O:2][C:3]1[C:10]([O:11][CH3:12])=[C:9]([O:13][CH3:14])[CH:8]=[CH:7][C:4]=1[CH2:5][O:6][C:16]1[CH:21]=[CH:20][CH:19]=[CH:18][C:17]=1[N+:22]([O-:24])=[O:23].[CH3:25][O:26][C:27]1[C:41]([O:42][CH3:43])=[C:40]([O:44][CH3:45])[CH:39]=[CH:38][C:28]=1[CH2:29][O:30][C:31]1[CH:37]=[CH:36][CH:35]=[CH:34][C:32]=1[NH:33][C:14]([NH:46][C:47]1[S:48][CH:49]=[CH:50][N:51]=1)=[O:13].